Dataset: Forward reaction prediction with 1.9M reactions from USPTO patents (1976-2016). Task: Predict the product of the given reaction. (1) The product is: [Br:20][C:19]1[C:14]([O:13][CH2:12][CH2:11][O:10][C:7]2[CH:8]=[CH:9][C:4]([C:3]([OH:49])=[O:2])=[C:5]([OH:48])[CH:6]=2)=[C:15]([C:38]2[CH:43]=[CH:42][CH:41]=[C:40]([C:44]([F:47])([F:46])[F:45])[CH:39]=2)[CH:16]=[C:17]([C:21](=[O:37])[NH:22][CH2:23][CH2:24][CH2:25][CH2:26][CH2:27][CH2:28][CH2:29][CH2:30][C:31]2[CH:32]=[CH:33][CH:34]=[CH:35][CH:36]=2)[CH:18]=1. Given the reactants C[O:2][C:3](=[O:49])[C:4]1[CH:9]=[CH:8][C:7]([O:10][CH2:11][CH2:12][O:13][C:14]2[C:19]([Br:20])=[CH:18][C:17]([C:21](=[O:37])[NH:22][CH2:23][CH2:24][CH2:25][CH2:26][CH2:27][CH2:28][CH2:29][CH2:30][C:31]3[CH:36]=[CH:35][CH:34]=[CH:33][CH:32]=3)=[CH:16][C:15]=2[C:38]2[CH:43]=[CH:42][CH:41]=[C:40]([C:44]([F:47])([F:46])[F:45])[CH:39]=2)=[CH:6][C:5]=1[OH:48].[OH-].[Na+], predict the reaction product. (2) Given the reactants [Cl:1][C:2]1[N:3]=[C:4]([N:26]2[CH2:31][CH2:30][O:29][CH2:28][CH2:27]2)[C:5]2[N:11]=[C:10]([CH2:12][CH:13]3[CH2:18][CH2:17][N:16](C(OC(C)(C)C)=O)[CH2:15][CH2:14]3)[CH:9]=[CH:8][C:6]=2[N:7]=1.Cl, predict the reaction product. The product is: [Cl:1][C:2]1[N:3]=[C:4]([N:26]2[CH2:27][CH2:28][O:29][CH2:30][CH2:31]2)[C:5]2[N:11]=[C:10]([CH2:12][CH:13]3[CH2:18][CH2:17][NH:16][CH2:15][CH2:14]3)[CH:9]=[CH:8][C:6]=2[N:7]=1.